From a dataset of Catalyst prediction with 721,799 reactions and 888 catalyst types from USPTO. Predict which catalyst facilitates the given reaction. (1) Reactant: [Cl-].[C:2]([O:6][C:7](=[O:10])[CH2:8][Zn+])([CH3:5])([CH3:4])[CH3:3].CCOCC.Br[C:17]1[C:43]([F:44])=[CH:42][C:20]([O:21][CH2:22][CH2:23][C@@H:24]2[CH2:26][C@@H:25]2[CH:27]2[CH2:32][CH2:31][N:30]([C:33]3[N:38]=[CH:37][C:36]([O:39][CH2:40][CH3:41])=[CH:35][N:34]=3)[CH2:29][CH2:28]2)=[CH:19][C:18]=1[F:45].CC(C1C=C(C(C)C)C(C2C=CC=CC=2P(C2CCCCC2)C2CCCCC2)=C(C(C)C)C=1)C. Product: [CH2:40]([O:39][C:36]1[CH:35]=[N:34][C:33]([N:30]2[CH2:29][CH2:28][CH:27]([C@H:25]3[CH2:26][C@H:24]3[CH2:23][CH2:22][O:21][C:20]3[CH:42]=[C:43]([F:44])[C:17]([CH2:8][C:7]([O:6][C:2]([CH3:5])([CH3:4])[CH3:3])=[O:10])=[C:18]([F:45])[CH:19]=3)[CH2:32][CH2:31]2)=[N:38][CH:37]=1)[CH3:41]. The catalyst class is: 443. (2) Reactant: [CH3:1][N:2]([CH:4]([CH:7]1[CH2:16][CH2:15][C:10]2([O:14][CH2:13][CH2:12][O:11]2)[CH2:9][CH2:8]1)[C:5]#N)[CH3:3].[F:17][C:18]1[CH:19]=C([Mg]Br)[CH:21]=[CH:22][CH:23]=1.[Cl-].[NH4+].O. Product: [O:14]1[C:10]2([CH2:15][CH2:16][CH:7]([CH:4]([N:2]([CH3:3])[CH3:1])[C:5]3[CH:21]=[CH:22][CH:23]=[C:18]([F:17])[CH:19]=3)[CH2:8][CH2:9]2)[O:11][CH2:12][CH2:13]1. The catalyst class is: 1. (3) Reactant: C(OC(=O)[NH:7][C@H:8]1[CH2:13][CH2:12][C@@H:11]([CH2:14][NH:15][C:16]([O:18][CH2:19][C:20]2[CH:25]=[CH:24][CH:23]=[CH:22][CH:21]=2)=[O:17])[CH2:10][CH2:9]1)(C)(C)C.Cl. Product: [CH2:19]([O:18][C:16](=[O:17])[NH:15][CH2:14][C@H:11]1[CH2:12][CH2:13][C@@H:8]([NH2:7])[CH2:9][CH2:10]1)[C:20]1[CH:21]=[CH:22][CH:23]=[CH:24][CH:25]=1. The catalyst class is: 25.